Predict the reaction yield, written as a fraction of the theoretical maximum amount of product (1.0 means a 100% yield; for example, 0.34 means a 34% yield). From a dataset of Reaction yield outcomes from USPTO patents with 853,638 reactions. (1) The reactants are [CH:1]1([C:4]2[NH:24][C:7]3[N:8]=[N:9][C:10]([CH2:12][CH2:13][CH2:14][CH2:15][N:16]4[CH:20]=[C:19]([C:21]([OH:23])=[O:22])[N:18]=[N:17]4)=[CH:11][C:6]=3[CH:5]=2)[CH2:3][CH2:2]1.[Br:25]Br. The catalyst is C(Cl)Cl.CCOCC. The product is [Br:25][C:5]1[C:6]2[CH:11]=[C:10]([CH2:12][CH2:13][CH2:14][CH2:15][N:16]3[CH:20]=[C:19]([C:21]([OH:23])=[O:22])[N:18]=[N:17]3)[N:9]=[N:8][C:7]=2[NH:24][C:4]=1[CH:1]1[CH2:3][CH2:2]1. The yield is 0.840. (2) The reactants are [CH2:1]([N:8]1[C:16]2[C:15](=[O:17])[NH:14][C:13](=[O:18])[N:12](COCC[Si](C)(C)C)[C:11]=2[N:10]=[C:9]1[O:27][C:28]1[CH:33]=[CH:32][CH:31]=[C:30]([O:34][C:35]([F:38])([F:37])[F:36])[CH:29]=1)[C:2]1[CH:7]=[CH:6][CH:5]=[CH:4][CH:3]=1.Cl. The catalyst is C(O)C. The product is [CH2:1]([N:8]1[C:16]2[C:15](=[O:17])[NH:14][C:13](=[O:18])[NH:12][C:11]=2[N:10]=[C:9]1[O:27][C:28]1[CH:33]=[CH:32][CH:31]=[C:30]([O:34][C:35]([F:38])([F:36])[F:37])[CH:29]=1)[C:2]1[CH:7]=[CH:6][CH:5]=[CH:4][CH:3]=1. The yield is 0.871. (3) The reactants are N[C@H](C(O)=O)CC1C=CC=CC=1.[C:13]([CH:17]1[N:21]([CH3:22])[C:20](=[O:23])[CH2:19][N:18]1[C:24]([O:26][C:27]([CH3:30])([CH3:29])[CH3:28])=[O:25])([CH3:16])([CH3:15])[CH3:14].C(NC(C)C)(C)C.[Li]CCCC.C(OC(N1CC(=O)N(C)[C@@H]1C(C)(C)C)=O)(C)(C)C.Br[CH2:62][C:63]1[CH:68]=[CH:67][C:66]([O:69][CH3:70])=[CH:65][C:64]=1[I:71].[NH4+].[Cl-]. The catalyst is C1COCC1. The product is [C:27]([O:26][C:24]([N:18]1[C@@H:19]([CH2:62][C:63]2[CH:68]=[CH:67][C:66]([O:69][CH3:70])=[CH:65][C:64]=2[I:71])[C:20](=[O:23])[N:21]([CH3:22])[C@@H:17]1[C:13]([CH3:16])([CH3:14])[CH3:15])=[O:25])([CH3:30])([CH3:29])[CH3:28]. The yield is 0.230.